This data is from Catalyst prediction with 721,799 reactions and 888 catalyst types from USPTO. The task is: Predict which catalyst facilitates the given reaction. Reactant: [F:1][C:2]1[C:3]([NH:28][C@H:29]2[CH2:34][CH2:33][CH2:32][C@@H:31]([NH:35]C(=O)OC(C)(C)C)[CH2:30]2)=[N:4][C:5]([C:8]2[C:16]3[C:11](=[N:12][CH:13]=[C:14]([F:17])[CH:15]=3)[N:10]([S:18]([C:21]3[CH:26]=[CH:25][C:24]([CH3:27])=[CH:23][CH:22]=3)(=[O:20])=[O:19])[CH:9]=2)=[N:6][CH:7]=1.FC(F)(F)C(O)=O. Product: [F:1][C:2]1[C:3]([NH:28][C@H:29]2[CH2:34][CH2:33][CH2:32][C@@H:31]([NH2:35])[CH2:30]2)=[N:4][C:5]([C:8]2[C:16]3[C:11](=[N:12][CH:13]=[C:14]([F:17])[CH:15]=3)[N:10]([S:18]([C:21]3[CH:22]=[CH:23][C:24]([CH3:27])=[CH:25][CH:26]=3)(=[O:19])=[O:20])[CH:9]=2)=[N:6][CH:7]=1. The catalyst class is: 4.